Task: Predict the reaction yield, written as a fraction of the theoretical maximum amount of product (1.0 means a 100% yield; for example, 0.34 means a 34% yield).. Dataset: Reaction yield outcomes from USPTO patents with 853,638 reactions (1) The reactants are C(OCC1C=CC(CC2C=CC(CC)=CC=2)=C(O)C=1)(=O)C.[C:22]([O:25][C@:26]1([CH3:81])[C@@H:52]([CH2:53][O:54][C:55](=[O:62])[C:56]2[CH:61]=[CH:60][CH:59]=[CH:58][CH:57]=2)[O:51][C@H:29]([O:30][C:31]2[CH:36]=[C:35]([CH2:37][O:38]C(=O)C)[CH:34]=[CH:33][C:32]=2[CH2:42][C:43]2[CH:48]=[CH:47][C:46]([CH2:49][CH3:50])=[CH:45][CH:44]=2)[C@H:28]([O:63][C:64](=[O:71])[C:65]2[CH:70]=[CH:69][CH:68]=[CH:67][CH:66]=2)[C@H:27]1[O:72][C:73](=[O:80])[C:74]1[CH:79]=[CH:78][CH:77]=[CH:76][CH:75]=1)(=[O:24])[CH3:23].C(O[C@@H]1[C@@H](OC(=O)C2C=CC=CC=2)C[C@@H](COC(=O)C2C=CC=CC=2)O[C@H]1OC1C=C(CO)C=CC=1CC1C=CC(CC)=CC=1)(=O)C1C=CC=CC=1. No catalyst specified. The product is [C:22]([O:25][C@:26]1([CH3:81])[C@@H:52]([CH2:53][O:54][C:55](=[O:62])[C:56]2[CH:61]=[CH:60][CH:59]=[CH:58][CH:57]=2)[O:51][C@H:29]([O:30][C:31]2[CH:36]=[C:35]([CH2:37][OH:38])[CH:34]=[CH:33][C:32]=2[CH2:42][C:43]2[CH:44]=[CH:45][C:46]([CH2:49][CH3:50])=[CH:47][CH:48]=2)[C@H:28]([O:63][C:64](=[O:71])[C:65]2[CH:70]=[CH:69][CH:68]=[CH:67][CH:66]=2)[C@H:27]1[O:72][C:73](=[O:80])[C:74]1[CH:79]=[CH:78][CH:77]=[CH:76][CH:75]=1)(=[O:24])[CH3:23]. The yield is 0.200. (2) The product is [P:1]([OH:35])([OH:30])([O:3][CH2:4][CH2:5][N:6]([CH3:29])[C:7](=[O:28])[C:8]1[CH:13]=[C:12]([N:14]([CH2:15][CH2:16][Br:17])[CH2:18][CH2:19][Br:20])[C:11]([S:21]([CH3:24])(=[O:22])=[O:23])=[CH:10][C:9]=1[N+:25]([O-:27])=[O:26])=[O:2]. The yield is 1.00. The reactants are [P:1]([O:35]C(C)(C)C)([O:30]C(C)(C)C)([O:3][CH2:4][CH2:5][N:6]([CH3:29])[C:7](=[O:28])[C:8]1[CH:13]=[C:12]([N:14]([CH2:18][CH2:19][Br:20])[CH2:15][CH2:16][Br:17])[C:11]([S:21]([CH3:24])(=[O:23])=[O:22])=[CH:10][C:9]=1[N+:25]([O-:27])=[O:26])=[O:2].C(O)(C(F)(F)F)=O. The catalyst is C(Cl)Cl. (3) The reactants are [H-].[Na+].F[C:4]1[CH:5]=[CH:6][C:7]([N:10]([CH2:20][C:21]2[CH:30]=[CH:29][C:24]([C:25]([O:27][CH3:28])=[O:26])=[CH:23][CH:22]=2)[C:11]2[S:15][N:14]=[C:13](C(F)(F)F)[N:12]=2)=[N:8][CH:9]=1.BrC[C:33]1[CH:42]=[CH:41][C:36](C(OC)=O)=[CH:35][C:34]=1[F:43].[CH3:44]N(C=O)C. No catalyst specified. The product is [F:43][C:34]1[CH:35]=[CH:36][C:41]([C:5]2[CH:4]=[CH:9][N:8]=[C:7]([N:10]([CH2:20][C:21]3[CH:30]=[CH:29][C:24]([C:25]([O:27][CH3:28])=[O:26])=[CH:23][CH:22]=3)[C:11]3[S:15][N:14]=[C:13]([CH3:44])[N:12]=3)[CH:6]=2)=[CH:42][CH:33]=1. The yield is 0.500. (4) The reactants are [CH3:1][S:2](Cl)(=[O:4])=[O:3].[O:6]1[CH2:10][C@H:9]([OH:11])[C@H:8]([OH:12])[CH2:7]1.CCN(CC)CC. The catalyst is C(Cl)Cl. The product is [CH3:1][S:2]([O:12][C@H:8]1[C@@H:9]([O:11][S:2]([CH3:1])(=[O:4])=[O:3])[CH2:10][O:6][CH2:7]1)(=[O:4])=[O:3]. The yield is 1.00. (5) The reactants are [OH:1][C:2]1[CH:7]=[CH:6][C:5]([C:8](=[C:21]2[CH2:26][C:25]([CH3:28])([CH3:27])[CH2:24][C:23]([CH3:30])([CH3:29])[CH2:22]2)[C:9]2[CH:14]=[CH:13][C:12]([CH2:15][CH2:16][C:17](OC)=[O:18])=[CH:11][CH:10]=2)=[CH:4][CH:3]=1.[H-].[H-].[H-].[H-].[Li+].[Al+3].CCOC(C)=O.Cl. The catalyst is C1COCC1. The product is [OH:18][CH2:17][CH2:16][CH2:15][C:12]1[CH:13]=[CH:14][C:9]([C:8](=[C:21]2[CH2:22][C:23]([CH3:30])([CH3:29])[CH2:24][C:25]([CH3:28])([CH3:27])[CH2:26]2)[C:5]2[CH:4]=[CH:3][C:2]([OH:1])=[CH:7][CH:6]=2)=[CH:10][CH:11]=1. The yield is 0.920. (6) The reactants are Br[C:2]1[CH:26]=[CH:25][C:5]2[N:6]([C:21]([CH3:24])([CH3:23])[CH3:22])[C:7]([C:9]3[CH:14]=[CH:13][CH:12]=[CH:11][C:10]=3[C:15]3[O:19][C:18](=[O:20])[NH:17][N:16]=3)=[N:8][C:4]=2[CH:3]=1.[NH2:27][C:28]1[N:33]=[CH:32][C:31](B2OC(C)(C)C(C)(C)O2)=[CH:30][N:29]=1.C([O-])([O-])=O.[Na+].[Na+]. The catalyst is CN(C=O)C.CCOC(C)=O.CC(P(C(C)(C)C)C1C=CC(N(C)C)=CC=1)(C)C.CC(P(C(C)(C)C)C1C=CC(N(C)C)=CC=1)(C)C.Cl[Pd]Cl. The product is [NH2:27][C:28]1[N:33]=[CH:32][C:31]([C:2]2[CH:26]=[CH:25][C:5]3[N:6]([C:21]([CH3:22])([CH3:24])[CH3:23])[C:7]([C:9]4[CH:14]=[CH:13][CH:12]=[CH:11][C:10]=4[C:15]4[O:19][C:18](=[O:20])[NH:17][N:16]=4)=[N:8][C:4]=3[CH:3]=2)=[CH:30][N:29]=1. The yield is 0.100. (7) The reactants are [CH2:1]([C@H:8]1[N:13]([C:14](=[O:34])[CH2:15][CH2:16][C:17]2[CH:22]=[CH:21][CH:20]=[CH:19][C:18]=2[O:23][C:24]2[CH:29]=[CH:28][CH:27]=[CH:26][C:25]=2/[CH:30]=[CH:31]/[C:32]#[N:33])[CH2:12][CH2:11][N:10](C(OC(C)(C)C)=O)[CH2:9]1)[C:2]1[CH:7]=[CH:6][CH:5]=[CH:4][CH:3]=1.[H][H]. The catalyst is C1COCC1.[Pd]. The product is [CH2:1]([C@@H:8]1[CH2:9][NH:10][CH2:11][CH2:12][N:13]1[C:14](=[O:34])[CH2:15][CH2:16][C:17]1[CH:22]=[CH:21][CH:20]=[CH:19][C:18]=1[O:23][C:24]1[CH:29]=[CH:28][CH:27]=[CH:26][C:25]=1[CH2:30][CH2:31][C:32]#[N:33])[C:2]1[CH:7]=[CH:6][CH:5]=[CH:4][CH:3]=1. The yield is 0.171. (8) The reactants are [NH2:1][C:2]1[C:10]([Br:11])=[CH:9][C:8]([F:12])=[CH:7][C:3]=1[C:4](O)=[O:5].B. The catalyst is C1COCC1. The product is [NH2:1][C:2]1[C:10]([Br:11])=[CH:9][C:8]([F:12])=[CH:7][C:3]=1[CH2:4][OH:5]. The yield is 0.900.